This data is from NCI-60 drug combinations with 297,098 pairs across 59 cell lines. The task is: Regression. Given two drug SMILES strings and cell line genomic features, predict the synergy score measuring deviation from expected non-interaction effect. (1) Drug 1: C1=NC2=C(N=C(N=C2N1C3C(C(C(O3)CO)O)F)Cl)N. Drug 2: C1=CN(C=N1)CC(O)(P(=O)(O)O)P(=O)(O)O. Cell line: NCI-H522. Synergy scores: CSS=2.90, Synergy_ZIP=-3.82, Synergy_Bliss=-0.0229, Synergy_Loewe=-9.16, Synergy_HSA=-0.173. (2) Drug 1: CCC1(CC2CC(C3=C(CCN(C2)C1)C4=CC=CC=C4N3)(C5=C(C=C6C(=C5)C78CCN9C7C(C=CC9)(C(C(C8N6C)(C(=O)OC)O)OC(=O)C)CC)OC)C(=O)OC)O.OS(=O)(=O)O. Drug 2: C(CC(=O)O)C(=O)CN.Cl. Cell line: LOX IMVI. Synergy scores: CSS=6.08, Synergy_ZIP=-0.545, Synergy_Bliss=7.28, Synergy_Loewe=3.58, Synergy_HSA=3.67. (3) Drug 1: C1=CC(=C2C(=C1NCCNCCO)C(=O)C3=C(C=CC(=C3C2=O)O)O)NCCNCCO. Drug 2: CC1=C(C=C(C=C1)NC(=O)C2=CC=C(C=C2)CN3CCN(CC3)C)NC4=NC=CC(=N4)C5=CN=CC=C5. Cell line: RPMI-8226. Synergy scores: CSS=55.6, Synergy_ZIP=7.72, Synergy_Bliss=9.30, Synergy_Loewe=-13.1, Synergy_HSA=10.3. (4) Drug 2: N.N.Cl[Pt+2]Cl. Drug 1: CCC1=C2CN3C(=CC4=C(C3=O)COC(=O)C4(CC)O)C2=NC5=C1C=C(C=C5)O. Cell line: SN12C. Synergy scores: CSS=34.6, Synergy_ZIP=-6.85, Synergy_Bliss=0.606, Synergy_Loewe=0.0966, Synergy_HSA=3.27. (5) Drug 1: C1=C(C(=O)NC(=O)N1)F. Synergy scores: CSS=27.7, Synergy_ZIP=4.57, Synergy_Bliss=3.14, Synergy_Loewe=1.92, Synergy_HSA=2.36. Cell line: SK-MEL-28. Drug 2: CC(C)CN1C=NC2=C1C3=CC=CC=C3N=C2N. (6) Drug 1: C1=NC(=NC(=O)N1C2C(C(C(O2)CO)O)O)N. Drug 2: C(=O)(N)NO. Cell line: OVCAR-4. Synergy scores: CSS=25.2, Synergy_ZIP=-7.64, Synergy_Bliss=-1.24, Synergy_Loewe=-38.1, Synergy_HSA=-1.34.